From a dataset of Full USPTO retrosynthesis dataset with 1.9M reactions from patents (1976-2016). Predict the reactants needed to synthesize the given product. (1) Given the product [CH2:32]([O:34][C:35]([CH:37]1[CH2:41][CH2:40][CH2:39][CH:38]1[C:42]([N:5]1[CH2:6][CH2:7][N:2]([C:8]2[CH:13]=[CH:12][C:11]([NH:14][C:15]([C:17]3[N:18]=[C:19]([C:26]4[CH:31]=[CH:30][CH:29]=[CH:28][CH:27]=4)[O:20][C:21]=3[C:22]([F:23])([F:25])[F:24])=[O:16])=[CH:10][CH:9]=2)[CH2:3][CH2:4]1)=[O:43])=[O:36])[CH3:33], predict the reactants needed to synthesize it. The reactants are: Cl.[N:2]1([C:8]2[CH:13]=[CH:12][C:11]([NH:14][C:15]([C:17]3[N:18]=[C:19]([C:26]4[CH:31]=[CH:30][CH:29]=[CH:28][CH:27]=4)[O:20][C:21]=3[C:22]([F:25])([F:24])[F:23])=[O:16])=[CH:10][CH:9]=2)[CH2:7][CH2:6][NH:5][CH2:4][CH2:3]1.[CH2:32]([O:34][C:35]([C@@H:37]1[CH2:41][CH2:40][CH2:39][C@H:38]1[C:42](O)=[O:43])=[O:36])[CH3:33].C(N(CC)CC)C.F[P-](F)(F)(F)(F)F.N1(O[P+](N(C)C)(N(C)C)N(C)C)C2C=CC=CC=2N=N1. (2) Given the product [ClH:1].[F:2][C:3]1[CH:8]=[C:7]([F:9])[CH:6]=[CH:5][C:4]=1[S:10]([CH2:13][CH:14]1[CH2:15][N:16]([CH2:19][C:20]([C:22]2[CH:27]=[CH:26][C:25]([F:28])=[CH:24][CH:23]=2)=[O:21])[CH2:17]1)(=[O:12])=[O:11], predict the reactants needed to synthesize it. The reactants are: [ClH:1].[F:2][C:3]1[CH:8]=[C:7]([F:9])[CH:6]=[CH:5][C:4]=1[S:10]([CH2:13][CH:14]1[CH2:17][NH:16][CH2:15]1)(=[O:12])=[O:11].Br[CH2:19][C:20]([C:22]1[CH:27]=[CH:26][C:25]([F:28])=[CH:24][CH:23]=1)=[O:21].C([O-])([O-])=O.[K+].[K+].Cl.